This data is from TCR-epitope binding with 47,182 pairs between 192 epitopes and 23,139 TCRs. The task is: Binary Classification. Given a T-cell receptor sequence (or CDR3 region) and an epitope sequence, predict whether binding occurs between them. (1) The epitope is GILGFVFTL. The TCR CDR3 sequence is CASSLSGVTEAFF. Result: 1 (the TCR binds to the epitope). (2) The epitope is GMFNMLSTVLGVS. The TCR CDR3 sequence is CASSGGVSGQETQYF. Result: 1 (the TCR binds to the epitope).